From a dataset of Peptide-MHC class II binding affinity with 134,281 pairs from IEDB. Regression. Given a peptide amino acid sequence and an MHC pseudo amino acid sequence, predict their binding affinity value. This is MHC class II binding data. (1) The peptide sequence is GELQIVWKIDAAFKI. The MHC is DRB1_0701 with pseudo-sequence DRB1_0701. The binding affinity (normalized) is 0.937. (2) The MHC is DRB1_1101 with pseudo-sequence DRB1_1101. The binding affinity (normalized) is 0.586. The peptide sequence is GVDNFCVKVLAPYMP. (3) The peptide sequence is TESWIVDRQWAQDLT. The MHC is DRB1_0701 with pseudo-sequence DRB1_0701. The binding affinity (normalized) is 0.184. (4) The peptide sequence is QEDWKSDPSQGGGIK. The MHC is DRB1_0701 with pseudo-sequence DRB1_0701. The binding affinity (normalized) is 0.125. (5) The peptide sequence is GGTWVSATLEQDKCV. The MHC is DRB1_0405 with pseudo-sequence DRB1_0405. The binding affinity (normalized) is 0.419. (6) The peptide sequence is EKKYFWATQFEPLAA. The MHC is HLA-DQA10401-DQB10402 with pseudo-sequence HLA-DQA10401-DQB10402. The binding affinity (normalized) is 0.320.